Dataset: Merck oncology drug combination screen with 23,052 pairs across 39 cell lines. Task: Regression. Given two drug SMILES strings and cell line genomic features, predict the synergy score measuring deviation from expected non-interaction effect. (1) Drug 1: CC1(c2nc3c(C(N)=O)cccc3[nH]2)CCCN1. Drug 2: Cn1c(=O)n(-c2ccc(C(C)(C)C#N)cc2)c2c3cc(-c4cnc5ccccc5c4)ccc3ncc21. Cell line: MSTO. Synergy scores: synergy=42.0. (2) Drug 1: NC(=O)c1cccc2cn(-c3ccc(C4CCCNC4)cc3)nc12. Drug 2: CNC(=O)c1cc(Oc2ccc(NC(=O)Nc3ccc(Cl)c(C(F)(F)F)c3)cc2)ccn1. Cell line: SW620. Synergy scores: synergy=1.69. (3) Drug 1: C=CCn1c(=O)c2cnc(Nc3ccc(N4CCN(C)CC4)cc3)nc2n1-c1cccc(C(C)(C)O)n1. Drug 2: CCc1cnn2c(NCc3ccc[n+]([O-])c3)cc(N3CCCCC3CCO)nc12. Cell line: SW837. Synergy scores: synergy=-5.08. (4) Drug 1: COC1=C2CC(C)CC(OC)C(O)C(C)C=C(C)C(OC(N)=O)C(OC)C=CC=C(C)C(=O)NC(=CC1=O)C2=O. Drug 2: CCC1(O)C(=O)OCc2c1cc1n(c2=O)Cc2cc3c(CN(C)C)c(O)ccc3nc2-1. Cell line: A427. Synergy scores: synergy=21.7. (5) Drug 1: N#Cc1ccc(Cn2cncc2CN2CCN(c3cccc(Cl)c3)C(=O)C2)cc1. Drug 2: COc1cc(C2c3cc4c(cc3C(OC3OC5COC(C)OC5C(O)C3O)C3COC(=O)C23)OCO4)cc(OC)c1O. Cell line: RKO. Synergy scores: synergy=9.17. (6) Drug 1: CN1C(=O)C=CC2(C)C3CCC4(C)C(NC(=O)OCC(F)(F)F)CCC4C3CCC12. Drug 2: N.N.O=C(O)C1(C(=O)O)CCC1.[Pt]. Cell line: RPMI7951. Synergy scores: synergy=-8.24. (7) Drug 1: C=CCn1c(=O)c2cnc(Nc3ccc(N4CCN(C)CC4)cc3)nc2n1-c1cccc(C(C)(C)O)n1. Drug 2: Cn1cc(-c2cnn3c(N)c(Br)c(C4CCCNC4)nc23)cn1. Cell line: PA1. Synergy scores: synergy=62.7.